Dataset: Forward reaction prediction with 1.9M reactions from USPTO patents (1976-2016). Task: Predict the product of the given reaction. (1) Given the reactants [F:1][C:2]1[N:12]=[CH:11][C:5]2[NH:6][C:7](=O)[N:8]=[CH:9][C:4]=2[CH:3]=1.S(Cl)(Cl)=O.[F:17][C:18]1[CH:19]=[C:20]([CH:32]=[CH:33][CH:34]=1)[CH2:21][N:22]1[C:30]2[C:25](=[CH:26][C:27]([NH2:31])=[CH:28][CH:29]=2)[CH:24]=[N:23]1, predict the reaction product. The product is: [F:1][C:2]1[N:12]=[CH:11][C:5]2[N:6]=[CH:7][N:8]=[C:9]([NH:31][C:27]3[CH:26]=[C:25]4[C:30](=[CH:29][CH:28]=3)[N:22]([CH2:21][C:20]3[CH:32]=[CH:33][CH:34]=[C:18]([F:17])[CH:19]=3)[N:23]=[CH:24]4)[C:4]=2[CH:3]=1. (2) The product is: [F:23][C:24]1[CH:29]=[CH:28][C:27]([N:6]2[C:5]3[CH:9]=[CH:10][C:11]([N:13]([S:18]([CH3:21])(=[O:19])=[O:20])[S:14]([CH3:17])(=[O:16])=[O:15])=[CH:12][C:4]=3[O:3][C:2]([CH3:22])([CH3:1])[C:7]2=[O:8])=[CH:26][CH:25]=1. Given the reactants [CH3:1][C:2]1([CH3:22])[C:7](=[O:8])[NH:6][C:5]2[CH:9]=[CH:10][C:11]([N:13]([S:18]([CH3:21])(=[O:20])=[O:19])[S:14]([CH3:17])(=[O:16])=[O:15])=[CH:12][C:4]=2[O:3]1.[F:23][C:24]1[CH:29]=[CH:28][C:27](B(O)O)=[CH:26][CH:25]=1.C(N(CCCC)CCCC)CCC, predict the reaction product.